From a dataset of Peptide-MHC class II binding affinity with 134,281 pairs from IEDB. Regression. Given a peptide amino acid sequence and an MHC pseudo amino acid sequence, predict their binding affinity value. This is MHC class II binding data. The peptide sequence is SPKGISRMSMAMGTM. The MHC is DRB1_1501 with pseudo-sequence DRB1_1501. The binding affinity (normalized) is 0.518.